From a dataset of Buchwald-Hartwig C-N cross coupling reaction yields with 55,370 reactions. Predict the reaction yield, written as a fraction of the theoretical maximum amount of product (1.0 means a 100% yield; for example, 0.34 means a 34% yield). (1) The reactants are Ic1cccnc1.Cc1ccc(N)cc1.O=S(=O)(O[Pd]1c2ccccc2-c2ccccc2N~1)C(F)(F)F.CC(C)c1cc(C(C)C)c(-c2ccccc2P(C2CCCCC2)C2CCCCC2)c(C(C)C)c1.CN1CCCN2CCCN=C12.c1ccc2oncc2c1. No catalyst specified. The product is Cc1ccc(Nc2cccnc2)cc1. The yield is 0.149. (2) The reactants are Ic1ccccn1.Cc1ccc(N)cc1.O=S(=O)(O[Pd]1c2ccccc2-c2ccccc2N~1)C(F)(F)F.CC(C)c1cc(C(C)C)c(-c2ccccc2P(C2CCCCC2)C2CCCCC2)c(C(C)C)c1.CN(C)C(=NC(C)(C)C)N(C)C.CCOC(=O)c1cnoc1. No catalyst specified. The product is Cc1ccc(Nc2ccccn2)cc1. The yield is 0.0153. (3) The reactants are FC(F)(F)c1ccc(Cl)cc1.Cc1ccc(N)cc1.O=S(=O)(O[Pd]1c2ccccc2-c2ccccc2N~1)C(F)(F)F.COc1ccc(OC)c(P(C(C)(C)C)C(C)(C)C)c1-c1c(C(C)C)cc(C(C)C)cc1C(C)C.CCN=P(N=P(N(C)C)(N(C)C)N(C)C)(N(C)C)N(C)C.COC(=O)c1cc(-c2cccs2)on1. No catalyst specified. The product is Cc1ccc(Nc2ccc(C(F)(F)F)cc2)cc1. The yield is 0.0201.